From a dataset of Reaction yield outcomes from USPTO patents with 853,638 reactions. Predict the reaction yield, written as a fraction of the theoretical maximum amount of product (1.0 means a 100% yield; for example, 0.34 means a 34% yield). (1) The reactants are [NH2:1][C:2]1[S:3][CH:4]=[CH:5][N:6]=1.[C:7]([N:14]1[CH:18]=[CH:17]N=[CH:15]1)(N1C=CN=C1)=[O:8].CN[C:21]1[CH:26]=[CH:25][CH:24]=[CH:23][C:22]=1[O:27][C:28]1C=C[CH:31]=[CH:30][CH:29]=1.C(OCC)(=O)C. The catalyst is ClC(Cl)C. The product is [CH3:15][N:14]([C:18]1[CH:17]=[CH:31][CH:30]=[CH:29][C:28]=1[O:27][C:22]1[CH:23]=[CH:24][CH:25]=[CH:26][CH:21]=1)[C:7]([NH:1][C:2]1[S:3][CH:4]=[CH:5][N:6]=1)=[O:8]. The yield is 0.730. (2) The reactants are [CH3:1][O:2][C:3]1[CH:11]=[C:10]2[C:6]([CH:7]=[C:8]([CH3:12])[NH:9]2)=[CH:5][CH:4]=1.[C:13](O[C:13]([C:15]([F:18])([F:17])[F:16])=[O:14])([C:15]([F:18])([F:17])[F:16])=[O:14]. The catalyst is C1COCC1. The product is [F:16][C:15]([F:18])([F:17])[C:13]([C:7]1[C:6]2[C:10](=[CH:11][C:3]([O:2][CH3:1])=[CH:4][CH:5]=2)[NH:9][C:8]=1[CH3:12])=[O:14]. The yield is 0.820. (3) The reactants are [CH2:1]([O:8][C:9]([N:11]1[CH2:16][C@H:15]([C:17]2[N:21]3[CH:22]=[CH:23][N:24]=[C:25]([Cl:26])[C:20]3=[CH:19][N:18]=2)[CH2:14][CH2:13][C@H:12]1[CH2:27][O:28][CH3:29])=[O:10])[C:2]1[CH:7]=[CH:6][CH:5]=[CH:4][CH:3]=1.[Br:30]N1C(=O)CCC1=O. The catalyst is CC#N. The product is [CH2:1]([O:8][C:9]([N:11]1[CH2:16][C@H:15]([C:17]2[N:21]3[CH:22]=[CH:23][N:24]=[C:25]([Cl:26])[C:20]3=[C:19]([Br:30])[N:18]=2)[CH2:14][CH2:13][C@H:12]1[CH2:27][O:28][CH3:29])=[O:10])[C:2]1[CH:3]=[CH:4][CH:5]=[CH:6][CH:7]=1. The yield is 1.00. (4) The reactants are O1[C:5]2([CH2:10][CH2:9][CH:8]([N:11]3[C:16](=[O:17])[C:15]([CH2:18][C:19]4[CH:24]=[CH:23][C:22]([C:25]5[C:26]([C:31]#[N:32])=[CH:27][CH:28]=[CH:29][CH:30]=5)=[C:21]([F:33])[CH:20]=4)=[C:14]([CH2:34][CH2:35][CH3:36])[N:13]4[N:37]=[CH:38][CH:39]=[C:12]34)[CH2:7][CH2:6]2)[O:4]CC1.Cl.[OH-].[Na+]. The yield is 0.910. The catalyst is O1CCCC1.C(OCC)(=O)C. The product is [F:33][C:21]1[CH:20]=[C:19]([CH2:18][C:15]2[C:16](=[O:17])[N:11]([C@H:8]3[CH2:9][CH2:10][C@H:5]([OH:4])[CH2:6][CH2:7]3)[C:12]3[N:13]([N:37]=[CH:38][CH:39]=3)[C:14]=2[CH2:34][CH2:35][CH3:36])[CH:24]=[CH:23][C:22]=1[C:25]1[C:26]([C:31]#[N:32])=[CH:27][CH:28]=[CH:29][CH:30]=1. (5) The reactants are Br[CH:2]([C:13]1[CH:14]=[CH:15][C:16]2[N:17]([C:19]([CH:22]([CH3:24])[CH3:23])=[N:20][N:21]=2)[N:18]=1)[C:3]([C:5]1[CH:10]=[CH:9][C:8]([F:11])=[CH:7][C:6]=1[F:12])=O.[N:25]1([C:29](=S)[NH:30][NH2:31])[CH2:28][CH2:27][CH2:26]1. The catalyst is CC(O)=O. The product is [F:12][C:6]1[CH:7]=[C:8]([F:11])[CH:9]=[CH:10][C:5]=1[C:3]1[C:2]([C:13]2[CH:14]=[CH:15][C:16]3[N:17]([C:19]([CH:22]([CH3:24])[CH3:23])=[N:20][N:21]=3)[N:18]=2)=[C:29]2[NH:25][CH2:26][CH2:27][CH2:28][N:30]2[N:31]=1. The yield is 0.260. (6) The reactants are [Br:1][C:2]1[CH:3]=[CH:4][C:5](=[C:8]2[C:13](=[O:14])OC(C)(C)OC2=O)[NH:6][CH:7]=1.[CH2:18]([NH2:25])[C:19]1[CH:24]=[CH:23][CH:22]=[CH:21][CH:20]=1. The catalyst is C1(C)C=CC=CC=1. The product is [CH2:18]([NH:25][C:13](=[O:14])[CH2:8][C:5]1[CH:4]=[CH:3][C:2]([Br:1])=[CH:7][N:6]=1)[C:19]1[CH:24]=[CH:23][CH:22]=[CH:21][CH:20]=1. The yield is 0.960. (7) The reactants are Cl[C:2]1[N:3]=[C:4]([N:16]2[CH2:21][CH2:20][O:19][CH2:18][C@@H:17]2[CH3:22])[C:5]2[CH2:10][N:9]([C:11]([O:13][CH2:14][CH3:15])=[O:12])[CH2:8][C:6]=2[N:7]=1.[F:23][C:24]1[CH:25]=[C:26]([CH:28]=[C:29]([F:40])[C:30]=1B1OC(C)(C)C(C)(C)O1)[NH2:27]. No catalyst specified. The product is [CH2:8]([NH:9][C:11](=[O:12])[NH:27][C:26]1[CH:28]=[C:29]([F:40])[C:30]([C:2]2[N:3]=[C:4]([N:16]3[CH2:21][CH2:20][O:19][CH2:18][C@@H:17]3[CH3:22])[C:5]3[CH2:10][N:9]([C:11]([O:13][CH2:14][CH3:15])=[O:12])[CH2:8][C:6]=3[N:7]=2)=[C:24]([F:23])[CH:25]=1)[CH3:6]. The yield is 0.140. (8) The reactants are Cl[C:2](F)(F)[CH2:3][N:4]1[C:17]2[C:8](=[C:9]3[C:14](=[CH:15][CH:16]=2)[N:13]=[C:12]([O:18][CH:19]([CH3:21])[CH3:20])[CH:11]=[C:10]3[C:22]([F:25])([F:24])[F:23])[O:7][CH2:6][C@H:5]1[CH:26](C)C.[BH4-].[Na+]. The catalyst is ClC(F)(F)C(O)=O. The product is [CH2:3]([N:4]1[C:17]2[C:8](=[C:9]3[C:14](=[CH:15][CH:16]=2)[N:13]=[C:12]([O:18][CH:19]([CH3:21])[CH3:20])[CH:11]=[C:10]3[C:22]([F:24])([F:25])[F:23])[O:7][CH2:6][C@H:5]1[CH3:26])[CH3:2]. The yield is 0.570. (9) The reactants are [Br:1][C:2]1[CH:3]=[C:4]([C:14]([OH:16])=O)[C:5]2[CH:10]=[N:9][N:8]([CH:11]([CH3:13])[CH3:12])[C:6]=2[N:7]=1.C1CN([P+](ON2N=NC3C=CC=CC2=3)(N2CCCC2)N2CCCC2)CC1.F[P-](F)(F)(F)(F)F.[NH2:50][CH2:51][C:52]1[C:53](=[O:62])[NH:54][C:55]([CH3:61])=[CH:56][C:57]=1[CH2:58][O:59][CH3:60].O. The catalyst is CS(C)=O. The product is [Br:1][C:2]1[CH:3]=[C:4]([C:14]([NH:50][CH2:51][C:52]2[C:53](=[O:62])[NH:54][C:55]([CH3:61])=[CH:56][C:57]=2[CH2:58][O:59][CH3:60])=[O:16])[C:5]2[CH:10]=[N:9][N:8]([CH:11]([CH3:12])[CH3:13])[C:6]=2[N:7]=1. The yield is 0.245.